Dataset: Forward reaction prediction with 1.9M reactions from USPTO patents (1976-2016). Task: Predict the product of the given reaction. (1) Given the reactants [Cl:1][C:2]1[CH:3]=[C:4]([CH:25]=[CH:26][CH:27]=1)[O:5][C:6]1[C:11]([O:12][CH2:13][CH2:14][CH2:15][C:16]2[C:21]([O:22]C)=[CH:20][N:19]=[CH:18][C:17]=2[Cl:24])=[CH:10][CH:9]=[CH:8][N:7]=1.N1C=CC=CC=1.Cl.C(=O)([O-])O.[Na+], predict the reaction product. The product is: [Cl:1][C:2]1[CH:3]=[C:4]([CH:25]=[CH:26][CH:27]=1)[O:5][C:6]1[C:11]([O:12][CH2:13][CH2:14][CH2:15][C:16]2[C:21]([OH:22])=[CH:20][N:19]=[CH:18][C:17]=2[Cl:24])=[CH:10][CH:9]=[CH:8][N:7]=1. (2) Given the reactants [CH3:1][C:2]1([CH3:35])[CH2:7][CH:6]([C:8]2[S:9][C:10]([C:13]3[CH:18]=[C:17]([NH:19][C:20]4[N:25]=[C:24]([C:26]([F:29])([F:28])[F:27])[CH:23]=[CH:22][N:21]=4)[CH:16]=[C:15]([CH3:30])[CH:14]=3)=[CH:11][N:12]=2)[CH2:5][CH2:4][CH:3]1[C:31]([O:33]C)=[O:32].[OH-].[Na+].Cl, predict the reaction product. The product is: [CH3:1][C:2]1([CH3:35])[CH2:7][CH:6]([C:8]2[S:9][C:10]([C:13]3[CH:18]=[C:17]([NH:19][C:20]4[N:25]=[C:24]([C:26]([F:29])([F:28])[F:27])[CH:23]=[CH:22][N:21]=4)[CH:16]=[C:15]([CH3:30])[CH:14]=3)=[CH:11][N:12]=2)[CH2:5][CH2:4][CH:3]1[C:31]([OH:33])=[O:32]. (3) Given the reactants [Cl:1][C:2]1[CH:3]=[C:4]([S:9]([CH:12]2[CH2:17][CH2:16][NH:15][CH2:14][CH2:13]2)(=[O:11])=[O:10])[CH:5]=[CH:6][C:7]=1[Cl:8].[Cl:18][C:19]1[CH:20]=[N:21][CH:22]=[C:23]([Cl:26])[C:24]=1Cl, predict the reaction product. The product is: [Cl:18][C:19]1[CH:20]=[N:21][CH:22]=[C:23]([Cl:26])[C:24]=1[N:15]1[CH2:16][CH2:17][CH:12]([S:9]([C:4]2[CH:5]=[CH:6][C:7]([Cl:8])=[C:2]([Cl:1])[CH:3]=2)(=[O:11])=[O:10])[CH2:13][CH2:14]1. (4) Given the reactants [Cl-].[OH:2][NH3+:3].[C:4]([O-:7])(=O)[CH3:5].[Na+].O[CH2:10][C:11]([C:13]1C=C[CH:16]=[CH:15][CH:14]=1)=O.Cl, predict the reaction product. The product is: [OH:7][C:4]1[CH:5]=[CH:16][CH:15]=[CH:14][C:13]=1[C:11](=[N:3][OH:2])[CH3:10].